From a dataset of Forward reaction prediction with 1.9M reactions from USPTO patents (1976-2016). Predict the product of the given reaction. (1) Given the reactants [F:1][C:2]1([F:10])[CH2:7][CH2:6][CH:5]([CH2:8][OH:9])[CH2:4][CH2:3]1.C(N(CC)CC)C.[S:18](Cl)([C:21]1[CH:27]=[CH:26][C:24]([CH3:25])=[CH:23][CH:22]=1)(=[O:20])=[O:19], predict the reaction product. The product is: [CH3:25][C:24]1[CH:26]=[CH:27][C:21]([S:18]([O:9][CH2:8][CH:5]2[CH2:6][CH2:7][C:2]([F:10])([F:1])[CH2:3][CH2:4]2)(=[O:20])=[O:19])=[CH:22][CH:23]=1. (2) Given the reactants [Li+].[BH4-].CO.C([O:7][C:8](=O)[C:9]([CH3:39])([CH3:38])[CH2:10][C:11]1[CH:16]=[CH:15][CH:14]=[C:13]([C:17]2([C:23]3[CH:28]=[CH:27][CH:26]=[C:25]([CH2:29][C:30]([C:33](OCC)=[O:34])([CH3:32])[CH3:31])[CH:24]=3)[S:22][CH2:21][CH2:20][CH2:19][S:18]2)[CH:12]=1)C.[NH4+].[Cl-], predict the reaction product. The product is: [OH:7][CH2:8][C:9]([CH3:39])([CH3:38])[CH2:10][C:11]1[CH:12]=[C:13]([C:17]2([C:23]3[CH:24]=[C:25]([CH2:29][C:30]([CH3:32])([CH3:31])[CH2:33][OH:34])[CH:26]=[CH:27][CH:28]=3)[S:18][CH2:19][CH2:20][CH2:21][S:22]2)[CH:14]=[CH:15][CH:16]=1. (3) The product is: [Br:20][C:11]1[CH:10]=[C:9]([S:8][CH2:1][CH:2]2[CH2:7][CH2:6][CH2:5][CH2:4][CH2:3]2)[CH:14]=[C:13]([O:15][C:16]([F:17])([F:19])[F:18])[CH:12]=1. Given the reactants [C:1](=O)([S:8][C:9]1[CH:14]=[C:13]([O:15][C:16]([F:19])([F:18])[F:17])[CH:12]=[C:11]([Br:20])[CH:10]=1)[C:2]1[CH:7]=[CH:6][CH:5]=[CH:4][CH:3]=1.BrCC1CCCCC1, predict the reaction product. (4) The product is: [F:42][C:36]1[CH:37]=[C:38]([F:41])[CH:39]=[CH:40][C:35]=1[O:34][C:31]1[CH:32]=[C:33]2[C:28](=[CH:29][C:30]=1[C:43]([NH:2][C@H:3]1[CH2:8][CH2:7][CH2:6][N:5]([CH3:9])[C:4]1=[O:10])=[O:44])[N:27]([CH2:46][CH:47]([CH3:49])[CH3:48])[N:26]=[CH:25]2. Given the reactants Cl.[NH2:2][C@H:3]1[CH2:8][CH2:7][CH2:6][N:5]([CH3:9])[C:4]1=[O:10].C(N(CC)CC)C.O=C1CCC(=O)N1[C:25]1[C:33]2[C:28](=[CH:29][C:30]([C:43]([O-])=[O:44])=[C:31]([O:34][C:35]3[CH:40]=[CH:39][C:38]([F:41])=[CH:37][C:36]=3[F:42])[CH:32]=2)[N:27]([CH2:46][CH:47]([CH3:49])[CH3:48])[N:26]=1, predict the reaction product. (5) Given the reactants [Cl:1][C:2]1[CH:3]=[C:4]([CH:6]=[CH:7][C:8]=1[I:9])N.C(ON=O)CC(C)C.[CH2:18]([S:20]SCC)[CH3:19], predict the reaction product. The product is: [Cl:1][C:2]1[CH:3]=[C:4]([S:20][CH2:18][CH3:19])[CH:6]=[CH:7][C:8]=1[I:9]. (6) Given the reactants [C:1]1([C:7]2[CH:20]=[CH:19][C:10]3[N:11]=[C:12]([CH2:14][C:15]([NH:17][NH2:18])=[O:16])[S:13][C:9]=3[CH:8]=2)[CH:6]=[CH:5][CH:4]=[CH:3][CH:2]=1.C(=O)(O)[O-].[K+].[N:26]#[C:27]Br, predict the reaction product. The product is: [C:1]1([C:7]2[CH:20]=[CH:19][C:10]3[N:11]=[C:12]([CH2:14][C:15]4[O:16][C:27]([NH2:26])=[N:18][N:17]=4)[S:13][C:9]=3[CH:8]=2)[CH:2]=[CH:3][CH:4]=[CH:5][CH:6]=1. (7) Given the reactants Cl[C:2]1[C:11]2[C:6](=[CH:7][CH:8]=[C:9]([CH3:12])[CH:10]=2)[N:5]=[C:4]([N:13]2[CH2:19][C:18]3[CH:20]=[CH:21][CH:22]=[CH:23][C:17]=3[S:16](=[O:25])(=[O:24])[CH2:15][CH2:14]2)[CH:3]=1.[NH2:26][CH2:27][CH2:28][NH:29][CH2:30][CH2:31][OH:32], predict the reaction product. The product is: [O:24]=[S:16]1(=[O:25])[C:17]2[CH:23]=[CH:22][CH:21]=[CH:20][C:18]=2[CH2:19][N:13]([C:4]2[CH:3]=[C:2]([NH:26][CH2:27][CH2:28][NH:29][CH2:30][CH2:31][OH:32])[C:11]3[C:6](=[CH:7][CH:8]=[C:9]([CH3:12])[CH:10]=3)[N:5]=2)[CH2:14][CH2:15]1.